This data is from Peptide-MHC class I binding affinity with 185,985 pairs from IEDB/IMGT. The task is: Regression. Given a peptide amino acid sequence and an MHC pseudo amino acid sequence, predict their binding affinity value. This is MHC class I binding data. (1) The peptide sequence is EVTEIDQLV. The MHC is HLA-A02:01 with pseudo-sequence HLA-A02:01. The binding affinity (normalized) is 0. (2) The binding affinity (normalized) is 0.722. The MHC is HLA-A29:02 with pseudo-sequence HLA-A29:02. The peptide sequence is YIESKRGVY. (3) The peptide sequence is NTGIKSTVK. The MHC is HLA-A03:01 with pseudo-sequence HLA-A03:01. The binding affinity (normalized) is 0.212. (4) The peptide sequence is FINKLNGAMV. The MHC is HLA-A02:01 with pseudo-sequence HLA-A02:01. The binding affinity (normalized) is 0.428. (5) The binding affinity (normalized) is 0.213. The peptide sequence is RRWRRLTVC. The MHC is HLA-B40:01 with pseudo-sequence HLA-B40:01. (6) The peptide sequence is FMDGKQACVL. The MHC is HLA-A02:03 with pseudo-sequence HLA-A02:03. The binding affinity (normalized) is 0.532. (7) The peptide sequence is KYDDRIQSQ. The MHC is HLA-A26:01 with pseudo-sequence HLA-A26:01. The binding affinity (normalized) is 0.0847. (8) The peptide sequence is SILEYAKSI. The MHC is HLA-A02:16 with pseudo-sequence HLA-A02:16. The binding affinity (normalized) is 0.631. (9) The peptide sequence is VPRPCQKSL. The MHC is HLA-A02:01 with pseudo-sequence HLA-A02:01. The binding affinity (normalized) is 0.440.